This data is from Reaction yield outcomes from USPTO patents with 853,638 reactions. The task is: Predict the reaction yield, written as a fraction of the theoretical maximum amount of product (1.0 means a 100% yield; for example, 0.34 means a 34% yield). The reactants are C[N+]1([O-])CC[O:5]CC1.O[CH:10]1[C:16]([OH:40])([C:17]2[S:18][C:19]([C:22]3[CH:27]=[C:26]([NH:28][C:29]4[N:34]=[C:33]([C:35]([F:38])([F:37])[F:36])[CH:32]=[CH:31][N:30]=4)[CH:25]=[C:24]([CH3:39])[CH:23]=3)=[CH:20][N:21]=2)[CH2:15][CH2:14][NH:13][C:12](=[O:41])[CH2:11]1. The catalyst is CC(C)=O.O.[Os](=O)(=O)(=O)=O. The product is [OH:40][C:16]1([C:17]2[S:18][C:19]([C:22]3[CH:27]=[C:26]([NH:28][C:29]4[N:34]=[C:33]([C:35]([F:36])([F:38])[F:37])[CH:32]=[CH:31][N:30]=4)[CH:25]=[C:24]([CH3:39])[CH:23]=3)=[CH:20][N:21]=2)[CH:15]([OH:5])[CH2:14][NH:13][C:12](=[O:41])[CH2:11][CH2:10]1. The yield is 0.370.